Dataset: Reaction yield outcomes from USPTO patents with 853,638 reactions. Task: Predict the reaction yield, written as a fraction of the theoretical maximum amount of product (1.0 means a 100% yield; for example, 0.34 means a 34% yield). (1) The reactants are [F:1][C:2]([F:24])([F:23])[C:3]1[CH:8]=[CH:7][CH:6]=[CH:5][C:4]=1[CH2:9][NH:10][C:11]([C:13]1[CH:14]=[C:15]2[C:20](=[CH:21][CH:22]=1)[NH:19][CH2:18][CH2:17][CH2:16]2)=[O:12].Cl[C:26]1[N:31]=[C:30](Cl)[N:29]=[C:28]([C:33]2[CH:38]=[CH:37][CH:36]=[CH:35][CH:34]=2)[N:27]=1.CC#[N:41]. No catalyst specified. The product is [NH2:41][C:30]1[N:29]=[C:28]([C:33]2[CH:38]=[CH:37][CH:36]=[CH:35][CH:34]=2)[N:27]=[C:26]([N:19]2[C:20]3[C:15](=[CH:14][C:13]([C:11]([NH:10][CH2:9][C:4]4[CH:5]=[CH:6][CH:7]=[CH:8][C:3]=4[C:2]([F:1])([F:23])[F:24])=[O:12])=[CH:22][CH:21]=3)[CH2:16][CH2:17][CH2:18]2)[N:31]=1. The yield is 0.380. (2) The reactants are [F:1][C:2]([F:15])([F:14])[S:3]([O:6]S(C(F)(F)F)(=O)=O)(=[O:5])=[O:4].[N:16]1[CH:21]=[CH:20][CH:19]=[CH:18][CH:17]=1. No catalyst specified. The product is [O:6]([C:17]1[CH:18]=[CH:19][CH:20]=[CH:21][N:16]=1)[S:3]([C:2]([F:15])([F:14])[F:1])(=[O:4])=[O:5]. The yield is 0.680.